From a dataset of Full USPTO retrosynthesis dataset with 1.9M reactions from patents (1976-2016). Predict the reactants needed to synthesize the given product. (1) Given the product [CH3:1][O:2][C:3]1[CH:10]=[CH:9][C:8]([O:11][C:12]([F:13])([F:14])[F:15])=[CH:7][C:4]=1[C:5]([OH:16])=[O:6], predict the reactants needed to synthesize it. The reactants are: [CH3:1][O:2][C:3]1[CH:10]=[CH:9][C:8]([O:11][C:12]([F:15])([F:14])[F:13])=[CH:7][C:4]=1[CH:5]=[O:6].[OH-:16].[K+].OO.Cl. (2) Given the product [SH:13][C:3]1[N:2]([N:1]=[CH:17][C:16]2[CH:19]=[C:20]([OH:24])[C:21]([OH:23])=[CH:22][C:15]=2[OH:14])[C:6]([C:7]2[CH:8]=[CH:9][N:10]=[CH:11][CH:12]=2)=[N:5][N:4]=1, predict the reactants needed to synthesize it. The reactants are: [NH2:1][N:2]1[C:6]([C:7]2[CH:12]=[CH:11][N:10]=[CH:9][CH:8]=2)=[N:5][N:4]=[C:3]1[SH:13].[OH:14][C:15]1[CH:22]=[C:21]([OH:23])[C:20]([OH:24])=[CH:19][C:16]=1[CH:17]=O.